This data is from Reaction yield outcomes from USPTO patents with 853,638 reactions. The task is: Predict the reaction yield, written as a fraction of the theoretical maximum amount of product (1.0 means a 100% yield; for example, 0.34 means a 34% yield). (1) The reactants are C([O:5][C:6](=[O:23])[C:7]1[CH:12]=[C:11]([F:13])[C:10]([Cl:14])=[CH:9][C:8]=1[NH:15][C:16]([O:18]C(C)(C)C)=O)(C)(C)C.[O:24]([C:31]1[CH:39]=[CH:38][C:34](C(Cl)=O)=[CH:33][CH:32]=1)[C:25]1[CH:30]=[CH:29][CH:28]=[CH:27][CH:26]=1.C(N(CC)CC)C. The catalyst is C1COCC1. The product is [Cl:14][C:10]1[C:11]([F:13])=[CH:12][C:7]([C:6]([OH:5])=[O:23])=[C:8]([NH:15][C:16](=[O:18])[C:34]2[CH:38]=[CH:39][C:31]([O:24][C:25]3[CH:30]=[CH:29][CH:28]=[CH:27][CH:26]=3)=[CH:32][CH:33]=2)[CH:9]=1. The yield is 0.00400. (2) The reactants are [CH3:1][S:2][CH2:3][CH2:4][OH:5].[H-].[Na+].Cl[CH2:9][C:10]([OH:12])=[O:11].Cl.[Cl-].[Na+]. The product is [CH3:1][S:2][CH2:3][CH2:4][O:5][CH2:9][C:10]([OH:12])=[O:11]. The catalyst is O1CCCC1. The yield is 0.690. (3) The reactants are [I:1][C:2]1[CH:6]=[C:5]([CH:7]2[CH2:11][CH2:10][O:9][CH2:8]2)[NH:4][N:3]=1.Br[CH:13]1[CH2:16][C:15](=[O:17])[CH2:14]1.C(=O)([O-])[O-].[K+].[K+].C(OCC)(=O)C. The catalyst is CN(C)C=O. The product is [I:1][C:2]1[CH:6]=[C:5]([CH:7]2[CH2:11][CH2:10][O:9][CH2:8]2)[N:4]([CH:13]2[CH2:16][C:15](=[O:17])[CH2:14]2)[N:3]=1. The yield is 0.320.